From a dataset of Reaction yield outcomes from USPTO patents with 853,638 reactions. Predict the reaction yield, written as a fraction of the theoretical maximum amount of product (1.0 means a 100% yield; for example, 0.34 means a 34% yield). (1) The reactants are [CH2:1]([C:5]([C:18]([O:20][CH2:21][CH3:22])=[O:19])([CH2:14][CH2:15][CH2:16][CH3:17])[N:6]=CC1C=CC=CC=1)[CH2:2][CH2:3][CH3:4].Cl. No catalyst specified. The product is [CH2:14]([C:5]([C:18]([O:20][CH2:21][CH3:22])=[O:19])([CH2:1][CH2:2][CH2:3][CH3:4])[NH2:6])[CH2:15][CH2:16][CH3:17]. The yield is 0.930. (2) The reactants are [C:1]([N:9]1[C@@H:13]([C:14]([CH3:17])([CH3:16])[CH3:15])[C:12](=[O:18])OC1=O)(=[O:8])[C:2]1[CH:7]=[CH:6][CH:5]=[CH:4][CH:3]=1.[C:20]1([CH3:29])[CH:25]=[CH:24][C:23]([C@@H:26]([NH2:28])[CH3:27])=[CH:22][CH:21]=1.Cl. The catalyst is C(OCC)(=O)C. The product is [C:20]1([CH3:29])[CH:25]=[CH:24][C:23]([C@@H:26]([NH:28][C:12](=[O:18])[C@H:13]([C:14]([CH3:15])([CH3:16])[CH3:17])[NH:9][C:1](=[O:8])[C:2]2[CH:3]=[CH:4][CH:5]=[CH:6][CH:7]=2)[CH3:27])=[CH:22][CH:21]=1. The yield is 0.490. (3) The reactants are [CH3:1][O:2][C:3]1[C:8]([C:9]2[CH:14]=[CH:13][CH:12]=[CH:11][CH:10]=2)=[C:7]([O:15][CH3:16])[CH:6]=[CH:5][C:4]=1/[CH:17]=[CH:18]/[C:19]([OH:21])=[O:20].ClC1C(OC)=C(CCC(O)=O)C=CC=1OC. No catalyst specified. The product is [CH3:1][O:2][C:3]1[C:8]([C:9]2[CH:14]=[CH:13][CH:12]=[CH:11][CH:10]=2)=[C:7]([O:15][CH3:16])[CH:6]=[CH:5][C:4]=1[CH2:17][CH2:18][C:19]([OH:21])=[O:20]. The yield is 0.980. (4) The reactants are [C:1]([C:5]1[CH:14]=[CH:13][C:12]2[C:7](=[CH:8][CH:9]=[C:10]([C:15]([O:17]C)=[O:16])[CH:11]=2)[N:6]=1)([CH3:4])([CH3:3])[CH3:2].[OH-].[Na+]. The catalyst is CO.C1COCC1. The product is [C:1]([C:5]1[CH:14]=[CH:13][C:12]2[C:7](=[CH:8][CH:9]=[C:10]([C:15]([OH:17])=[O:16])[CH:11]=2)[N:6]=1)([CH3:4])([CH3:2])[CH3:3]. The yield is 0.860. (5) The reactants are [C:1]1([S:7]([N:10]2[C:14]3[CH:15]=[N:16][C:17]([C:26]#[N:27])=[C:18]([O:19][CH:20]4[CH2:25][CH2:24][NH:23][CH2:22][CH2:21]4)[C:13]=3[C:12]3[CH:28]=[C:29]([Br:32])[CH:30]=[N:31][C:11]2=3)(=[O:9])=[O:8])[CH:6]=[CH:5][CH:4]=[CH:3][CH:2]=1.FC(F)(F)S(O[CH2:39][CH:40]([F:42])[F:41])(=O)=O.CCN(C(C)C)C(C)C. The catalyst is C1COCC1. The product is [C:1]1([S:7]([N:10]2[C:14]3[CH:15]=[N:16][C:17]([C:26]#[N:27])=[C:18]([O:19][CH:20]4[CH2:25][CH2:24][N:23]([CH2:39][CH:40]([F:42])[F:41])[CH2:22][CH2:21]4)[C:13]=3[C:12]3[CH:28]=[C:29]([Br:32])[CH:30]=[N:31][C:11]2=3)(=[O:8])=[O:9])[CH:2]=[CH:3][CH:4]=[CH:5][CH:6]=1. The yield is 0.960. (6) The product is [CH2:13]([C:17]1[N:18]([CH2:31][C:32]2[CH:37]=[CH:36][C:35]([C:38]3[CH:43]=[CH:42][CH:41]=[CH:40][C:39]=3[C:44]3[NH:3][C:4](=[O:7])[O:5][N:45]=3)=[CH:34][CH:33]=2)[C:19](=[O:30])[C:20]([C:24]2[CH2:29][CH2:28][CH2:27][CH2:26][CH:25]=2)=[C:21]([CH3:23])[N:22]=1)[CH2:14][CH2:15][CH3:16]. The catalyst is O. The reactants are [Cl-].O[NH3+:3].[C:4](=[O:7])([O-])[OH:5].[Na+].CS(C)=O.[CH2:13]([C:17]1[N:18]([CH2:31][C:32]2[CH:37]=[CH:36][C:35]([C:38]3[C:39]([C:44]#[N:45])=[CH:40][CH:41]=[CH:42][CH:43]=3)=[CH:34][CH:33]=2)[C:19](=[O:30])[C:20]([C:24]2[CH2:29][CH2:28][CH2:27][CH2:26][CH:25]=2)=[C:21]([CH3:23])[N:22]=1)[CH2:14][CH2:15][CH3:16]. The yield is 0.490. (7) The reactants are [C:1]([O:5][C:6](=[O:8])[CH3:7])([CH3:4])([CH3:3])[CH3:2].[CH2:9]([C:11]([C:29]1[S:33][C:32]([S:34]([NH2:37])(=[O:36])=[O:35])=[C:31]([CH3:38])[CH:30]=1)([C:14]1[CH:19]=[CH:18][C:17]([O:20][CH2:21][CH:22]([OH:27])[C:23]([CH3:26])([CH3:25])[CH3:24])=[C:16]([CH3:28])[CH:15]=1)[CH2:12][CH3:13])[CH3:10].[Cr](O[Cr]([O-])(=O)=O)([O-])(=O)=O.[NH+]1C=CC=CC=1.[NH+]1C=CC=CC=1.CC(OC(C)=O)=O. The catalyst is ClCCl. The product is [C:1]([O:5][C:6](=[O:8])[CH3:7])([CH3:4])([CH3:3])[CH3:2].[CH3:26][C:23]([CH3:24])([CH3:25])[C:22](=[O:27])[CH2:21][O:20][C:17]1[CH:18]=[CH:19][C:14]([C:11]([C:29]2[S:33][C:32]([S:34]([NH2:37])(=[O:36])=[O:35])=[C:31]([CH3:38])[CH:30]=2)([CH2:9][CH3:10])[CH2:12][CH3:13])=[CH:15][C:16]=1[CH3:28]. The yield is 0.920.